From a dataset of Reaction yield outcomes from USPTO patents with 853,638 reactions. Predict the reaction yield, written as a fraction of the theoretical maximum amount of product (1.0 means a 100% yield; for example, 0.34 means a 34% yield). (1) The reactants are [Cl:1][C:2]1[CH:7]=[CH:6][C:5]([C:8]2[C:12]([CH2:13][CH2:14][C:15]([OH:17])=[O:16])=[CH:11][O:10][N:9]=2)=[CH:4][CH:3]=1.S(=O)(=O)(O)O.[CH3:23]O. No catalyst specified. The product is [Cl:1][C:2]1[CH:3]=[CH:4][C:5]([C:8]2[C:12]([CH2:13][CH2:14][C:15]([O:17][CH3:23])=[O:16])=[CH:11][O:10][N:9]=2)=[CH:6][CH:7]=1. The yield is 0.920. (2) The reactants are [CH3:1][C:2]1[C:7]([CH2:8][C:9]2[O:10][C:11]3[CH:17]=[CH:16][C:15]([CH2:18][C:19](O)=[O:20])=[CH:14][C:12]=3[CH:13]=2)=[CH:6][CH:5]=[CH:4][N:3]=1.[CH3:22][C:23]1[CH:28]=[C:27]([CH3:29])[CH:26]=[CH:25][C:24]=1[CH:30]([C:32]1[CH:37]=[CH:36][CH:35]=[CH:34][CH:33]=1)[NH2:31].C(Cl)CCl.C1C=CC2N(O)N=NC=2C=1.CCN(C(C)C)C(C)C. The catalyst is CN(C=O)C.O. The product is [CH3:22][C:23]1[CH:28]=[C:27]([CH3:29])[CH:26]=[CH:25][C:24]=1[CH:30]([C:32]1[CH:37]=[CH:36][CH:35]=[CH:34][CH:33]=1)[NH:31][C:19](=[O:20])[CH2:18][C:15]1[CH:16]=[CH:17][C:11]2[O:10][C:9]([CH2:8][C:7]3[C:2]([CH3:1])=[N:3][CH:4]=[CH:5][CH:6]=3)=[CH:13][C:12]=2[CH:14]=1. The yield is 0.155. (3) The reactants are Cl[C:2]1[C:7]2[O:8][C:9]([C:11]([N:13]3[CH2:18][CH2:17][N:16]([S:19]([CH3:22])(=[O:21])=[O:20])[CH2:15][CH2:14]3)=[O:12])=[CH:10][C:6]=2[C:5](=[O:23])[N:4]([CH3:24])[N:3]=1.O.C(=O)([O-])[O-].[Na+].[Na+].[O:32]1[CH2:37][CH2:36][CH:35]([CH2:38][O:39][C:40]2[CH:45]=[C:44](B3OC(C)(C)C(C)(C)O3)[CH:43]=[CH:42][N:41]=2)[CH2:34][CH2:33]1. The catalyst is O1CCOCC1.C1C=CC([P]([Pd]([P](C2C=CC=CC=2)(C2C=CC=CC=2)C2C=CC=CC=2)([P](C2C=CC=CC=2)(C2C=CC=CC=2)C2C=CC=CC=2)[P](C2C=CC=CC=2)(C2C=CC=CC=2)C2C=CC=CC=2)(C2C=CC=CC=2)C2C=CC=CC=2)=CC=1. The product is [CH3:24][N:4]1[C:5](=[O:23])[C:6]2[CH:10]=[C:9]([C:11]([N:13]3[CH2:18][CH2:17][N:16]([S:19]([CH3:22])(=[O:21])=[O:20])[CH2:15][CH2:14]3)=[O:12])[O:8][C:7]=2[C:2]([C:44]2[CH:43]=[CH:42][N:41]=[C:40]([O:39][CH2:38][CH:35]3[CH2:36][CH2:37][O:32][CH2:33][CH2:34]3)[CH:45]=2)=[N:3]1. The yield is 0.300. (4) The reactants are [Cl:1][C:2]1[CH:3]=[C:4]([CH:7]=[CH:8][CH:9]=1)[CH:5]=O.[CH3:10][C:11]([CH3:13])=[O:12].[OH-].[Na+].O. The catalyst is C(O)C. The product is [Cl:1][C:2]1[CH:3]=[C:4]([CH:5]=[CH:10][C:11](=[O:12])[CH:13]=[CH:5][C:4]2[CH:7]=[CH:8][CH:9]=[C:2]([Cl:1])[CH:3]=2)[CH:7]=[CH:8][CH:9]=1. The yield is 0.900. (5) The reactants are [NH2:1][C:2]1[CH:25]=[CH:24][C:5]([CH2:6][N:7]2[CH2:11][CH2:10][N:9]([CH2:12][C:13]3[CH:18]=[CH:17][C:16]([C:19]([CH3:22])([CH3:21])[CH3:20])=[CH:15][CH:14]=3)[C:8]2=[O:23])=[CH:4][CH:3]=1.C(N(CC)CC)C.[CH3:33][S:34](Cl)(=[O:36])=[O:35].C([O-])(O)=O.[Na+]. The catalyst is O.C1COCC1. The product is [C:19]([C:16]1[CH:17]=[CH:18][C:13]([CH2:12][N:9]2[CH2:10][CH2:11][N:7]([CH2:6][C:5]3[CH:4]=[CH:3][C:2]([NH:1][S:34]([CH3:33])(=[O:36])=[O:35])=[CH:25][CH:24]=3)[C:8]2=[O:23])=[CH:14][CH:15]=1)([CH3:20])([CH3:21])[CH3:22]. The yield is 0.140. (6) The reactants are [CH3:1][O:2][C:3]1[CH:12]=[C:11]2[C:6]([CH2:7][CH2:8][CH2:9][C:10]2=O)=[CH:5][CH:4]=1.[C:14]([CH2:16]C(O)=O)#[N:15].C(O)(=O)CCCCCC.NC1C=CC=CC=1. The catalyst is C1(C)C=CC=CC=1. The product is [CH3:1][O:2][C:3]1[CH:12]=[C:11]2[C:6]([CH2:7][CH2:8][CH:9]=[C:10]2[CH2:16][C:14]#[N:15])=[CH:5][CH:4]=1. The yield is 0.870. (7) The reactants are Br[C:2]1[CH:7]=[C:6]([Cl:8])[CH:5]=[C:4]([Cl:9])[CH:3]=1.[Li]CCCC.C1([C:21](=[O:30])[CH2:22][C:23]2[CH:24]=[C:25](C)[CH:26]=[CH:27][CH:28]=2)C=CC=CC=1. The catalyst is C1COCC1. The product is [Cl:9][C:4]1[CH:3]=[C:2]([C:21](=[O:30])[CH2:22][C:23]2[CH:24]=[CH:25][CH:26]=[CH:27][CH:28]=2)[CH:7]=[C:6]([Cl:8])[CH:5]=1. The yield is 0.194.